From a dataset of Drug-target binding data from BindingDB using IC50 measurements. Regression. Given a target protein amino acid sequence and a drug SMILES string, predict the binding affinity score between them. We predict pIC50 (pIC50 = -log10(IC50 in M); higher means more potent). Dataset: bindingdb_ic50. (1) The drug is Cc1c(-c2cccc3c(CCCOc4cccc5ccccc45)c(C(=O)O)[nH]c23)c(COc2cccc(C=O)c2)nn1C. The target protein sequence is EDELYRQSLEIISRYLREQATGAKDTKPMGRSGATSRKALETLRRVGDGVQRNHETAFQGMLRKLDIKNEDDVKSLSRVMIHVFSDGVTNWGRIVTLISFGAFVAKHLKTINQESCIEPLAESITDVLVRTKRDWLVKQRGWDGFVEFFHVEDLEGG. The pIC50 is 7.2. (2) The compound is C[C@]12CC[C@@](C)(O)C[C@@H]1CCC1C2CC[C@@]2(C)C1CC[C@@H]2[N+](=O)[O-]. The target protein sequence is MLLLLLVPLFLRPLGAGGAQTPNATSEGCQIIHPPWEGGIRYRGLTRDQVKAINFLPVDYEIEYVCRGEREVVGPKVRKCLANGSWTDMDTPSRCVRICSKSYLTLENGKVFLTGGDLPALDGARVEFRCDPDFHLVGSSRSVCSQGQWSTPKPHCQVNRTPHSERRAVYIGALFPMSGGWPGGQACQPAVEMALEDVNSRRDILPDYELKLIHHDSKCDPGQATKYLYELLYNDPIKIILMPGCSSVSTLVAEAARMWNLIVLSYGSSSPALSNRQRFPTFFRTHPSATLHNPTRVKLFEKWGWKKIATIQQTTEVFTSTLDDLEERVKEAGIEITFRQSFFSDPAVPVKNLKRQDARIIVGLFYETEARKVFCEVYKERLFGKKYVWFLIGWYADNWFKTYDPSINCTVEEMTEAVEGHITTEIVMLNPANTRSISNMTSQEFVEKLTKRLKRHPEETGGFQEAPLAYDAIWALALALNKTSGGGGRSGVRLEDFNYN.... The pIC50 is 7.7. (3) The small molecule is CN(CCc1ccc(C2CC2)cc1)C1CCN(c2nc(N)n[nH]2)CC1. The target protein (Q9D7Q1) has sequence MVQSLAWAGVMTLLMVQWGSAAKLVCYLTNWSQYRTEAVRFFPRDVDPNLCTHVIFAFAGMDNHQLSTVEHNDELLYQELNSLKTKNPKLKTLLAVGGWTFGTQKFTDMVATASNRQTFVKSALSFLRTQGFDGLDLDWEFPGGRGSPTVDKERFTALIQDLAKAFQEEAQSSGKERLLLTAAVPSDRGLVDAGYEVDKIAQSLDFINLMAYDFHSSLEKTTGHNSPLYKRQGESGAAAEQNVDAAVTLWLQKGTPASKLILGMPTYGRSFTLASSSDNGVGAPATGPGAPGPYTKDKGVLAYYEACSWKERHRIEDQKVPYAFQDNQWVSFDDVESFKAKAAYLKQKGLGGAMVWVLDLDDFKGSFCNQGPYPLIRTLRQELNLPSETPRSPEQIIPEPRPSSMPEQGPSPGLDNFCQGKADGVYPNPGDESTYYNCGGGRLFQQSCPPGLVFRASCKCCTWS. The pIC50 is 5.5. (4) The drug is CCCCCCCCCCCC(=O)N[C@H]1CCSC1=O. The target protein (P25084) has sequence MALVDGFLELERSSGKLEWSAILQKMASDLGFSKILFGLLPKDSQDYENAFIVGNYPAAWREHYDRAGYARVDPTVSHCTQSVLPIFWEPSIYQTRKQHEFFEEASAAGLVYGLTMPLHGARGELGALSLSVEAENRAEANRFMESVLPTLWMLKDYALQSGAGLAFEHPVSKPVVLTSREKEVLQWCAIGKTSWEISVICNCSEANVNFHMGNIRRKFGVTSRRVAAIMAVNLGLITL. The pIC50 is 7.4. (5) The compound is Cc1ccc(C)n1[C@@H](CC(=O)O)c1ccsc1. The target protein (P0C1S0) has sequence MSDQHNLKEQLCFSLYNAQRQVNRYYSNKVFKKYNLTYPQFLVLTILWDESPVNVKKVVTELALDTGTVSPLLKRMEQVDLIKRERSEVDQREVFIHLTDKSETIRPELSNASDKVASASSLSQDEVKELNRLLGKVIHAFDETKEK. The pIC50 is 4.5. (6) The small molecule is O=P(O)(O)C(F)(F)c1cc2nc(/C=C/c3ccccc3)ccc2cc1Br. The target protein (P08575) has sequence MTMYLWLKLLAFGFAFLDTEVFVTGQSPTPSPTGLTTAKMPSVPLSSDPLPTHTTAFSPASTFERENDFSETTTSLSPDNTSTQVSPDSLDNASAFNTTGVSSVQTPHLPTHADSQTPSAGTDTQTFSGSAANAKLNPTPGSNAISDVPGERSTASTFPTDPVSPLTTTLSLAHHSSAALPARTSNTTITANTSDAYLNASETTTLSPSGSAVISTTTIATTPSKPTCDEKYANITVDYLYNKETKLFTAKLNVNENVECGNNTCTNNEVHNLTECKNASVSISHNSCTAPDKTLILDVPPGVEKFQLHDCTQVEKADTTICLKWKNIETFTCDTQNITYRFQCGNMIFDNKEIKLENLEPEHEYKCDSEILYNNHKFTNASKIIKTDFGSPGEPQIIFCRSEAAHQGVITWNPPQRSFHNFTLCYIKETEKDCLNLDKNLIKYDLQNLKPYTKYVLSLHAYIIAKVQRNGSAAMCHFTTKSAPPSQVWNMTVSMTSDNS.... The pIC50 is 4.3.